The task is: Predict the product of the given reaction.. This data is from Forward reaction prediction with 1.9M reactions from USPTO patents (1976-2016). (1) Given the reactants Br[C:2]1[CH:7]=[CH:6][C:5]([NH:8][C:9]2[N:14]=[C:13]([CH3:15])[C:12]([CH:16]=[O:17])=[CH:11][N:10]=2)=[CH:4][CH:3]=1.[CH3:18][N:19](C=O)C, predict the reaction product. The product is: [CH:16]([C:12]1[C:13]([CH3:15])=[N:14][C:9]([NH:8][C:5]2[CH:6]=[CH:7][C:2]([C:18]#[N:19])=[CH:3][CH:4]=2)=[N:10][CH:11]=1)=[O:17]. (2) Given the reactants FC1C=C(C=C(F)C=1)C[C@H]1[C@@H]([C@H]2C[C@@H](OCC=C)CN2)OC(=O)N1.FC1C=C(CCCO)C=C(F)C=1.[F:37][C:38]1[CH:39]=[C:40]([CH:67]=[C:68]([F:70])[CH:69]=1)[CH2:41][C@H:42]1[C@@H:46]([C@H:47]2[CH2:52][O:51][CH2:50][CH2:49][N:48]2[CH:53]([C:60]2[CH:65]=[CH:64][CH:63]=[CH:62][CH:61]=2)[C:54]2[CH:59]=[CH:58][CH:57]=[CH:56][CH:55]=2)[O:45][C:44](=[O:66])[NH:43]1.[Li+].[OH-], predict the reaction product. The product is: [F:37][C:38]1[CH:39]=[C:40]([CH:67]=[C:68]([F:70])[CH:69]=1)[CH2:41][C@H:42]1[C@@H:46]([C@H:47]2[CH2:52][C@H:50]([OH:51])[CH2:49][N:48]2[CH:53]([C:54]2[CH:59]=[CH:58][CH:57]=[CH:56][CH:55]=2)[C:60]2[CH:65]=[CH:64][CH:63]=[CH:62][CH:61]=2)[O:45][C:44](=[O:66])[NH:43]1. (3) Given the reactants I[C:2]1[C:3]([O:20][CH3:21])=[CH:4][C:5]([CH:17]([CH3:19])[CH3:18])=[C:6]([CH:16]=1)[O:7][C:8]1[C:9]([NH2:15])=[N:10][C:11]([NH2:14])=[N:12][CH:13]=1.[C:22]([Cu])#[N:23].O, predict the reaction product. The product is: [NH2:14][C:11]1[N:10]=[C:9]([NH2:15])[C:8]([O:7][C:6]2[C:5]([CH:17]([CH3:19])[CH3:18])=[CH:4][C:3]([O:20][CH3:21])=[C:2]([CH:16]=2)[C:22]#[N:23])=[CH:13][N:12]=1. (4) Given the reactants Cl[CH2:2][C:3]1[CH:8]=[CH:7][C:6]([C:9]2[C:10]([NH:15][S:16]([C:19]3[CH:24]=[CH:23][CH:22]=[CH:21][C:20]=3[C:25]([F:28])([F:27])[F:26])(=[O:18])=[O:17])=[N:11][CH:12]=[CH:13][N:14]=2)=[CH:5][CH:4]=1.[Cl:29][C:30]1[CH:31]=[C:32]([CH:35]=[CH:36][C:37]=1[Cl:38])[NH:33][CH3:34], predict the reaction product. The product is: [Cl:29][C:30]1[CH:31]=[C:32]([N:33]([CH2:2][C:3]2[CH:8]=[CH:7][C:6]([C:9]3[C:10]([NH:15][S:16]([C:19]4[CH:24]=[CH:23][CH:22]=[CH:21][C:20]=4[C:25]([F:27])([F:26])[F:28])(=[O:17])=[O:18])=[N:11][CH:12]=[CH:13][N:14]=3)=[CH:5][CH:4]=2)[CH3:34])[CH:35]=[CH:36][C:37]=1[Cl:38]. (5) Given the reactants [CH:1]([NH:4][C:5]([NH:7][NH:8][C:9]([C:11]1[CH:12]=[C:13]2[C:17](=[CH:18][CH:19]=1)[NH:16][CH:15]=[C:14]2[N+:20]([O-:22])=[O:21])=[O:10])=S)([CH3:3])[CH3:2].CCN=C=NCCCN(C)C.Cl, predict the reaction product. The product is: [CH:1]([NH:4][C:5]1[O:10][C:9]([C:11]2[CH:12]=[C:13]3[C:17](=[CH:18][CH:19]=2)[NH:16][CH:15]=[C:14]3[N+:20]([O-:22])=[O:21])=[N:8][N:7]=1)([CH3:3])[CH3:2]. (6) Given the reactants C([O:4][CH2:5][CH2:6][C:7]([O:10][C:11]([CH3:19])([CH3:18])[CH2:12][CH2:13][O:14]C(=O)C)([CH3:9])[CH3:8])(=O)C, predict the reaction product. The product is: [O:10]([C:11]([CH3:19])([CH3:18])[CH2:12][CH2:13][OH:14])[C:7]([CH3:8])([CH3:9])[CH2:6][CH2:5][OH:4]. (7) Given the reactants [CH3:1][C:2]1([CH3:17])[CH2:11][CH2:10][C:9]2[N:5]([CH:6]=[CH:7][N:8]=2)[C:4]2[CH:12]=[C:13]([NH2:16])[CH:14]=[CH:15][C:3]1=2.Cl[C:19]1[N:24]=[C:23]([NH:25][C:26]2[C:35]([F:36])=[CH:34][CH:33]=[CH:32][C:27]=2[C:28]([NH:30][CH3:31])=[O:29])[C:22]([Cl:37])=[CH:21][N:20]=1, predict the reaction product. The product is: [Cl:37][C:22]1[C:23]([NH:25][C:26]2[C:35]([F:36])=[CH:34][CH:33]=[CH:32][C:27]=2[C:28]([NH:30][CH3:31])=[O:29])=[N:24][C:19]([NH:16][C:13]2[CH:14]=[CH:15][C:3]3[C:2]([CH3:17])([CH3:1])[CH2:11][CH2:10][C:9]4[N:5]([CH:6]=[CH:7][N:8]=4)[C:4]=3[CH:12]=2)=[N:20][CH:21]=1.[CH3:1][C:2]1([CH3:17])[CH2:11][CH2:10][C:9]2[N:5]([CH:6]=[CH:7][N:8]=2)[C:4]2[CH:12]=[C:13]([NH2:16])[CH:14]=[CH:15][C:3]1=2. (8) The product is: [NH2:34][CH2:17][C:16]([NH:15][C:13]1[CH:14]=[C:9]([O:8][CH2:1][C:2]2[CH:7]=[CH:6][CH:5]=[CH:4][CH:3]=2)[CH:10]=[CH:11][C:12]=1[S:20](=[O:33])(=[O:32])[NH:21][C:22]1[CH:23]=[CH:24][C:25]2[CH2:29][O:28][B:27]([OH:30])[C:26]=2[CH:31]=1)=[O:19]. Given the reactants [CH2:1]([O:8][C:9]1[CH:10]=[CH:11][C:12]([S:20](=[O:33])(=[O:32])[NH:21][C:22]2[CH:23]=[CH:24][C:25]3[CH2:29][O:28][B:27]([OH:30])[C:26]=3[CH:31]=2)=[C:13]([NH:15][C:16](=[O:19])[CH2:17]Cl)[CH:14]=1)[C:2]1[CH:7]=[CH:6][CH:5]=[CH:4][CH:3]=1.[NH4+:34].[OH-], predict the reaction product. (9) Given the reactants [C:1]([O:8][CH3:9])(=[O:7])/[CH:2]=[CH:3]/[C:4]([OH:6])=[O:5].Cl[CH2:11][C:12]([NH:14][CH2:15][CH2:16][CH2:17][C:18]([O:20]C(C)(C)C)=[O:19])=[O:13], predict the reaction product. The product is: [CH3:9][O:8][C:1](/[CH:2]=[CH:3]/[C:4]([O:6][CH2:11][C:12]([NH:14][CH2:15][CH2:16][CH2:17][C:18]([OH:20])=[O:19])=[O:13])=[O:5])=[O:7]. (10) The product is: [C:33]12([C:15]3[CH:16]=[C:17]([C:7]4[C:8]5[C:13]([O:14][C:15]6[C:20]=4[CH:19]=[CH:18][C:17](=[O:21])[CH:16]=6)=[CH:12][C:11]([C:22]4[CH:27]=[CH:26][CH:25]=[CH:24][C:23]=4[C:28]([OH:30])=[O:29])=[CH:10][CH:9]=5)[CH:18]=[CH:19][C:20]=3[CH2:7][C:8]3[CH:9]=[CH:10][CH:11]=[CH:12][CH:13]=3)[CH2:40][CH:39]3[CH2:38][CH:37]([CH2:36][CH:35]([CH2:41]3)[CH2:34]1)[CH2:42]2. Given the reactants FC(F)(F)S(O[C:7]1[C:8]2[C:13]([O:14][C:15]3[C:20]=1[CH:19]=[CH:18][C:17](=[O:21])[CH:16]=3)=[CH:12][C:11]([C:22]1[CH:27]=[CH:26][CH:25]=[CH:24][C:23]=1[C:28]([OH:30])=[O:29])=[CH:10][CH:9]=2)(=O)=O.[C:33]12(C3C=C(B(O)O)C=CC=3OCC3C=CC=CC=3)[CH2:42][CH:37]3[CH2:38][CH:39]([CH2:41][CH:35]([CH2:36]3)[CH2:34]1)[CH2:40]2.[Li+].[Cl-].C([O-])([O-])=O.[Na+].[Na+], predict the reaction product.